Dataset: Reaction yield outcomes from USPTO patents with 853,638 reactions. Task: Predict the reaction yield, written as a fraction of the theoretical maximum amount of product (1.0 means a 100% yield; for example, 0.34 means a 34% yield). (1) The reactants are Cl[C:2]1[CH:7]=[CH:6][C:5]([C:8]2[N:9]=[CH:10][C:11]([NH2:14])=[N:12][CH:13]=2)=[C:4]([F:15])[CH:3]=1.[C:16]([NH:20][S:21]([C:24]1[CH:29]=[CH:28][CH:27]=[CH:26][C:25]=1B(O)O)(=[O:23])=[O:22])([CH3:19])([CH3:18])[CH3:17].N#N.[O-]P([O-])([O-])=O.[K+].[K+].[K+].C. The catalyst is CC(N(C)C)=O.CC(C1C=C(C(C)C)C(C2C=CC=C(P(C3CCCCC3)C3CCCCC3)C=2)=C(C(C)C)C=1)C.C1C=[C-]C(C2C(N)=CC=CC=2)=CC=1.Cl[Pd+]. The product is [NH2:14][C:11]1[N:12]=[CH:13][C:8]([C:5]2[CH:6]=[CH:7][C:2]([C:25]3[C:24]([S:21]([NH:20][C:16]([CH3:19])([CH3:18])[CH3:17])(=[O:22])=[O:23])=[CH:29][CH:28]=[CH:27][CH:26]=3)=[CH:3][C:4]=2[F:15])=[N:9][CH:10]=1. The yield is 0.809. (2) The catalyst is O1CCOCC1. The yield is 0.968. The reactants are [C:1]1([CH:7](O)[CH:8]=[CH:9][CH3:10])[CH:6]=[CH:5][CH:4]=[CH:3][CH:2]=1.Cl.CC[O:15]CC.C(=O)(O)[O-].[Na+]. The product is [C:1]1([CH:7]=[CH:8][CH:9]([OH:15])[CH3:10])[CH:6]=[CH:5][CH:4]=[CH:3][CH:2]=1. (3) The reactants are [CH3:1][C@:2]12[C@@:19]3([CH3:20])[C@@H:10]([C@:11]4([CH3:36])[C@@H:16]([CH2:17][CH2:18]3)[C:15]([CH3:22])([CH3:21])[C:14]([C:23]3[CH:35]=[CH:34][C:26]([C:27]([O:29]C(C)(C)C)=[O:28])=[CH:25][CH:24]=3)=[CH:13][CH2:12]4)[CH2:9][CH2:8][C@@H:7]1[C@H:6]1[C@H:37]([C:40]([CH3:42])=[CH2:41])[CH2:38][CH2:39][C@:5]1([CH2:43][NH:44][CH2:45][CH2:46][C:47]1[CH:52]=[CH:51][CH:50]=[CH:49][N:48]=1)[CH2:4][CH2:3]2.C(O)(C(F)(F)F)=O. The catalyst is C(Cl)Cl. The product is [CH3:1][C@:2]12[C@@:19]3([CH3:20])[C@@H:10]([C@:11]4([CH3:36])[C@@H:16]([CH2:17][CH2:18]3)[C:15]([CH3:21])([CH3:22])[C:14]([C:23]3[CH:24]=[CH:25][C:26]([C:27]([OH:29])=[O:28])=[CH:34][CH:35]=3)=[CH:13][CH2:12]4)[CH2:9][CH2:8][C@@H:7]1[C@H:6]1[C@H:37]([C:40]([CH3:42])=[CH2:41])[CH2:38][CH2:39][C@:5]1([CH2:43][NH:44][CH2:45][CH2:46][C:47]1[CH:52]=[CH:51][CH:50]=[CH:49][N:48]=1)[CH2:4][CH2:3]2. The yield is 0.743. (4) The catalyst is C(Cl)Cl. The product is [Cl:23][C:9]1[C:8]2[CH:18]=[CH:19][CH:20]=[CH:21][C:7]=2[C:6]2[C:2]([CH3:1])=[N:3][O:4][C:5]=2[C@H:11]([CH2:12][C:13]([O:15][CH3:16])=[O:14])[N:10]=1. The yield is 0.930. The reactants are [CH3:1][C:2]1[C:6]2[C:7]3[CH:21]=[CH:20][CH:19]=[CH:18][C:8]=3[C:9](=O)[NH:10][C@@H:11]([CH2:12][C:13]([O:15][CH3:16])=[O:14])[C:5]=2[O:4][N:3]=1.P(Cl)(Cl)(Cl)(Cl)[Cl:23].C([O-])([O-])=O.[Na+].[Na+]. (5) The reactants are [OH-].[Na+].O.[Br:4][C:5]1[CH:6]=[C:7]2[C:12](=[CH:13][CH:14]=1)[CH:11]=[C:10]([OH:15])[CH:9]=[CH:8]2.Cl.Cl[CH2:18][CH2:19][N:20]1[CH2:24][CH2:23][CH2:22][CH2:21]1. The catalyst is C1COCC1. The product is [Br:4][C:5]1[CH:6]=[C:7]2[C:12](=[CH:13][CH:14]=1)[CH:11]=[C:10]([O:15][CH2:18][CH2:19][N:20]1[CH2:24][CH2:23][CH2:22][CH2:21]1)[CH:9]=[CH:8]2. The yield is 0.920. (6) The reactants are Br[C:2]1[C:3]([C:9](=[O:15])[C:10]([O:12]CC)=[O:11])=[C:4]([CH3:8])[S:5][C:6]=1[CH3:7].C(=O)([O-])[O-].[Na+].[Na+].CC1(C)C(C)(C)OB([C:30]2[CH:31]=[C:32]3[C:37](=[CH:38][CH:39]=2)[O:36][CH2:35][CH2:34][CH2:33]3)O1.C(O)C. The catalyst is C1(C)C=CC=CC=1.C1(P(C2C=CC=CC=2)C2C=CC=CC=2)C=CC=CC=1.C1(P(C2C=CC=CC=2)C2C=CC=CC=2)C=CC=CC=1.C1(P(C2C=CC=CC=2)C2C=CC=CC=2)C=CC=CC=1.C1(P(C2C=CC=CC=2)C2C=CC=CC=2)C=CC=CC=1.[Pd].O. The product is [O:36]1[C:37]2[CH:38]=[CH:39][C:30]([C:2]3[C:3]([C:9](=[O:15])[C:10]([OH:12])=[O:11])=[C:4]([CH3:8])[S:5][C:6]=3[CH3:7])=[CH:31][C:32]=2[CH2:33][CH2:34][CH2:35]1. The yield is 1.00.